From a dataset of Full USPTO retrosynthesis dataset with 1.9M reactions from patents (1976-2016). Predict the reactants needed to synthesize the given product. Given the product [F:15][C:16]1[CH:21]=[C:20]([F:22])[CH:19]=[CH:18][C:17]=1[CH2:23][O:1][C:2]1[N:6]([C:7]2[CH:12]=[C:11]([C:13]#[N:14])[CH:10]=[CH:9][N:8]=2)[N:5]=[CH:4][CH:3]=1, predict the reactants needed to synthesize it. The reactants are: [OH:1][C:2]1[N:6]([C:7]2[CH:12]=[C:11]([C:13]#[N:14])[CH:10]=[CH:9][N:8]=2)[N:5]=[CH:4][CH:3]=1.[F:15][C:16]1[CH:21]=[C:20]([F:22])[CH:19]=[CH:18][C:17]=1[CH2:23]O.